This data is from Reaction yield outcomes from USPTO patents with 853,638 reactions. The task is: Predict the reaction yield, written as a fraction of the theoretical maximum amount of product (1.0 means a 100% yield; for example, 0.34 means a 34% yield). (1) The reactants are C(OCC)(=O)C.[N+:7]([C:10]1[CH:20]=[CH:19][CH:18]=[CH:17][C:11]=1[O:12][CH2:13][CH2:14][C:15]#[N:16])([O-])=O.[H][H]. The catalyst is [Pd]. The product is [NH2:7][C:10]1[CH:20]=[CH:19][CH:18]=[CH:17][C:11]=1[O:12][CH2:13][CH2:14][C:15]#[N:16]. The yield is 0.980. (2) The reactants are [NH2:1][C:2]1[N:3]([CH3:17])[C:4](=[O:16])[C:5]2([C:14]3[CH:13]=[C:12](Br)[S:11][C:10]=3[CH2:9][CH2:8][CH2:7]2)[N:6]=1.[C:18]([C:20]1[CH:21]=[C:22](B(O)O)[CH:23]=[CH:24][CH:25]=1)#[N:19].C([O-])([O-])=O.[Cs+].[Cs+]. The catalyst is CN(C=O)C.C1C=CC(P(C2C=CC=CC=2)[C-]2C=CC=C2)=CC=1.C1C=CC(P(C2C=CC=CC=2)[C-]2C=CC=C2)=CC=1.Cl[Pd]Cl.[Fe+2]. The product is [NH2:1][C:2]1[N:3]([CH3:17])[C:4](=[O:16])[C:5]2([C:14]3[CH:13]=[C:12]([C:24]4[CH:25]=[C:20]([CH:21]=[CH:22][CH:23]=4)[C:18]#[N:19])[S:11][C:10]=3[CH2:9][CH2:8][CH2:7]2)[N:6]=1. The yield is 0.110. (3) The reactants are [F:1][C:2]1[N:7]=[C:6]([NH:8][CH2:9][C:10]2[CH:15]=[CH:14][C:13]([O:16][CH3:17])=[CH:12][CH:11]=2)[CH:5]=[CH:4][CH:3]=1.[Br:18]N1C(=O)CCC1=O. The catalyst is C(#N)C. The product is [Br:18][C:3]1[CH:4]=[CH:5][C:6]([NH:8][CH2:9][C:10]2[CH:15]=[CH:14][C:13]([O:16][CH3:17])=[CH:12][CH:11]=2)=[N:7][C:2]=1[F:1]. The yield is 0.850. (4) The reactants are C([Li])(CC)C.[F:6][C:7]1[CH:12]=[CH:11][N:10]=[C:9]2[N:13]([Si:16]([CH:23]([CH3:25])[CH3:24])([CH:20]([CH3:22])[CH3:21])[CH:17]([CH3:19])[CH3:18])[CH:14]=[CH:15][C:8]=12.CC1(C)[C@@]23C4(ON4S(=O)(=[O:34])C2)C[C@@H]1CC3.[Cl-].[NH4+]. The catalyst is C1COCC1.O.C(#N)C. The product is [F:6][C:7]1[C:12]([OH:34])=[CH:11][N:10]=[C:9]2[N:13]([Si:16]([CH:20]([CH3:22])[CH3:21])([CH:23]([CH3:25])[CH3:24])[CH:17]([CH3:18])[CH3:19])[CH:14]=[CH:15][C:8]=12. The yield is 0.490.